Dataset: Full USPTO retrosynthesis dataset with 1.9M reactions from patents (1976-2016). Task: Predict the reactants needed to synthesize the given product. Given the product [C:2]([C:4]1([CH3:8])[CH2:7][N:6]([C:65]([C@H:64]([NH:9][C:37]([C:26]2[C:24]3[C:23](=[N:22][CH:21]=[C:20]([C:18]4[CH:17]=[N:16][N:15]([CH3:14])[CH:19]=4)[N:25]=3)[NH:28][CH:27]=2)=[O:39])[C:40]([CH3:43])([CH3:42])[CH3:41])=[O:66])[CH2:5]1)#[N:3], predict the reactants needed to synthesize it. The reactants are: Cl.[C:2]([C:4]1([CH3:8])[CH2:7][NH:6][CH2:5]1)#[N:3].[NH:9]1CCCC1.[CH3:14][N:15]1[CH:19]=[C:18]([C:20]2[N:25]=[C:24]3[C:26]([C:37]([OH:39])=O)=[CH:27][N:28](COCC[Si](C)(C)C)[C:23]3=[N:22][CH:21]=2)[CH:17]=[N:16]1.[CH:40]1([C:43]2N=C3C(C(O)=O)=CN(COCC[Si](C)(C)C)C3=NC=2)[CH2:42][CH2:41]1.F[C:64](F)(F)[CH2:65][OH:66].